Dataset: Full USPTO retrosynthesis dataset with 1.9M reactions from patents (1976-2016). Task: Predict the reactants needed to synthesize the given product. Given the product [CH3:1][C:2]1[CH:3]=[CH:4][CH:5]=[C:6]2[C:11]=1[CH:10]=[N:9][C:8]([O:12][S:22]([C:21]([F:34])([F:33])[F:20])(=[O:24])=[O:23])=[CH:7]2, predict the reactants needed to synthesize it. The reactants are: [CH3:1][C:2]1[CH:3]=[CH:4][CH:5]=[C:6]2[C:11]=1[CH:10]=[N:9][C:8]([OH:12])=[CH:7]2.C(N(CC)CC)C.[F:20][C:21]([F:34])([F:33])[S:22](O[S:22]([C:21]([F:34])([F:33])[F:20])(=[O:24])=[O:23])(=[O:24])=[O:23].